From a dataset of Reaction yield outcomes from USPTO patents with 853,638 reactions. Predict the reaction yield, written as a fraction of the theoretical maximum amount of product (1.0 means a 100% yield; for example, 0.34 means a 34% yield). (1) The yield is 0.780. The reactants are Cl[C:2]1[CH:3]=[C:4]2[C:9](=[CH:10][N:11]=1)[N:8]=[C:7]([C:12]1[CH:17]=[C:16]([F:18])[CH:15]=[CH:14][C:13]=1[CH3:19])[CH:6]=[C:5]2[CH3:20].[CH:21]1([C:24]([NH2:26])=[O:25])[CH2:23][CH2:22]1.O1CCOCC1.C1(P(C2C=CC=CC=2)C2C3OC4C(=CC=CC=4P(C4C=CC=CC=4)C4C=CC=CC=4)C(C)(C)C=3C=CC=2)C=CC=CC=1.C(=O)([O-])[O-].[Cs+].[Cs+]. The catalyst is C(OCC)(=O)C.C([O-])(=O)C.[Pd+2].C([O-])(=O)C. The product is [F:18][C:16]1[CH:15]=[CH:14][C:13]([CH3:19])=[C:12]([C:7]2[CH:6]=[C:5]([CH3:20])[C:4]3[C:9](=[CH:10][N:11]=[C:2]([NH:26][C:24]([CH:21]4[CH2:23][CH2:22]4)=[O:25])[CH:3]=3)[N:8]=2)[CH:17]=1. (2) The reactants are [Cl:1][C:2]1[C:11](Cl)=[N:10][C:9]2[C:4](=[CH:5][CH:6]=[CH:7][CH:8]=2)[N:3]=1.C[N:14](C=O)C. The catalyst is O. The product is [Cl:1][C:2]1[C:11]([NH2:14])=[N:10][C:9]2[C:4]([N:3]=1)=[CH:5][CH:6]=[CH:7][CH:8]=2. The yield is 0.530.